From a dataset of Full USPTO retrosynthesis dataset with 1.9M reactions from patents (1976-2016). Predict the reactants needed to synthesize the given product. (1) Given the product [C:3]([C:7]1[CH:12]=[CH:11][CH:10]=[CH:9][C:8]=1[N:13]1[CH2:18][CH2:17][N:16]([C:26]([CH:24]2[NH:25][C:20](=[O:19])[CH2:21][CH2:22][CH2:23]2)=[O:27])[CH2:15][CH2:14]1)([CH3:6])([CH3:4])[CH3:5], predict the reactants needed to synthesize it. The reactants are: Cl.Cl.[C:3]([C:7]1[CH:12]=[CH:11][CH:10]=[CH:9][C:8]=1[N:13]1[CH2:18][CH2:17][NH:16][CH2:15][CH2:14]1)([CH3:6])([CH3:5])[CH3:4].[O:19]=[C:20]1[NH:25][CH:24]([C:26](O)=[O:27])[CH2:23][CH2:22][CH2:21]1.Cl.C(N=C=NCCCN(C)C)C.O.ON1C2C=CC=CC=2N=N1. (2) Given the product [NH2:5][C:6]1[C:15]2[CH:14]=[CH:13][CH:12]=[C:11]([C:16]([NH:18][C:19]3[CH:24]=[C:23]([C:25](=[O:37])[NH:26][C:27]4[CH:32]=[CH:31][C:30]([Cl:39])=[C:29]([C:33]([F:34])([F:35])[F:36])[CH:28]=4)[CH:22]=[CH:21][C:20]=3[CH3:38])=[O:17])[C:10]=2[CH:9]=[CH:8][N:7]=1, predict the reactants needed to synthesize it. The reactants are: C([NH:5][C:6]1[C:15]2[CH:14]=[CH:13][CH:12]=[C:11]([C:16]([NH:18][C:19]3[CH:24]=[C:23]([C:25](=[O:37])[NH:26][C:27]4[CH:32]=[CH:31][CH:30]=[C:29]([C:33]([F:36])([F:35])[F:34])[CH:28]=4)[CH:22]=[CH:21][C:20]=3[CH3:38])=[O:17])[C:10]=2[CH:9]=[CH:8][N:7]=1)(C)(C)C.[Cl:39]C1C=CC(N)=CC=1C(F)(F)F.